Dataset: Catalyst prediction with 721,799 reactions and 888 catalyst types from USPTO. Task: Predict which catalyst facilitates the given reaction. (1) Reactant: [Cl:1][C:2]1[CH:3]=[C:4]([C:9]23[CH:14]([CH:15]=O)[CH:13]2[CH2:12][N:11]([C:17]([O:19][C:20]([CH3:23])([CH3:22])[CH3:21])=[O:18])[CH2:10]3)[CH:5]=[CH:6][C:7]=1[Cl:8].C1(=O)NC(=O)C=C1.ClC1C=C(C=CC=1Cl)N.N1C=CC=CC=1.Cl.[CH3:47][O:48][NH2:49]. Product: [Cl:1][C:2]1[CH:3]=[C:4]([C:9]23[CH:14]([CH:15]=[N:49][O:48][CH3:47])[CH:13]2[CH2:12][N:11]([C:17]([O:19][C:20]([CH3:23])([CH3:21])[CH3:22])=[O:18])[CH2:10]3)[CH:5]=[CH:6][C:7]=1[Cl:8]. The catalyst class is: 8. (2) Reactant: [F:1][C:2]1[CH:27]=[C:26]([F:28])[C:25]([F:29])=[CH:24][C:3]=1[CH2:4][C@@H:5]([NH2:23])[CH2:6][C:7]1[N:15]2[C:10]([C:11]3[N:12]([N:16]=[C:17]([C:19]([F:22])([F:21])[F:20])[N:18]=3)[CH2:13][CH2:14]2)=[N:9][N:8]=1.[ClH:30]. Product: [ClH:30].[F:1][C:2]1[CH:27]=[C:26]([F:28])[C:25]([F:29])=[CH:24][C:3]=1[CH2:4][C@@H:5]([NH2:23])[CH2:6][C:7]1[N:15]2[C:10]([C:11]3[N:12]([N:16]=[C:17]([C:19]([F:22])([F:21])[F:20])[N:18]=3)[CH2:13][CH2:14]2)=[N:9][N:8]=1. The catalyst class is: 12. (3) Reactant: [C:1]([NH:4][C:5]1[CH:13]=[CH:12][C:8]([C:9]([OH:11])=O)=[CH:7][CH:6]=1)(=[O:3])[CH3:2].C(Cl)CCl.C1C=CC2N(O)N=NC=2C=1.Cl.[C:29]([C:31]1([NH:37][C:38]([CH:40]([NH2:48])[CH2:41][CH:42]2[CH2:47][CH2:46][CH2:45][CH2:44][CH2:43]2)=[O:39])[CH2:36][CH2:35][O:34][CH2:33][CH2:32]1)#[N:30]. Product: [C:1]([NH:4][C:5]1[CH:6]=[CH:7][C:8]([C:9]([NH:48][CH:40]([C:38](=[O:39])[NH:37][C:31]2([C:29]#[N:30])[CH2:32][CH2:33][O:34][CH2:35][CH2:36]2)[CH2:41][CH:42]2[CH2:47][CH2:46][CH2:45][CH2:44][CH2:43]2)=[O:11])=[CH:12][CH:13]=1)(=[O:3])[CH3:2]. The catalyst class is: 3. (4) Reactant: Br[C:2]1[S:3][C:4]([C:22]2[CH:27]=[CH:26][N:25]=[C:24]([S:28][CH3:29])[N:23]=2)=[C:5]([C:7]2[C:8]([Cl:21])=[C:9]([NH:14][C:15](=[O:20])[C:16]([CH3:19])([CH3:18])[CH3:17])[CH:10]=[C:11]([F:13])[CH:12]=2)[N:6]=1.[CH:30]1(B2OC(C)(C)C(C)(C)O2)[CH2:32][CH2:31]1.P([O-])([O-])([O-])=O.[K+].[K+].[K+].C1(P(C2CCCCC2)C2CCCCC2)CCCCC1.C1(B(O)O)CC1. Product: [Cl:21][C:8]1[C:7]([C:5]2[N:6]=[C:2]([CH:30]3[CH2:32][CH2:31]3)[S:3][C:4]=2[C:22]2[CH:27]=[CH:26][N:25]=[C:24]([S:28][CH3:29])[N:23]=2)=[CH:12][C:11]([F:13])=[CH:10][C:9]=1[NH:14][C:15](=[O:20])[C:16]([CH3:19])([CH3:18])[CH3:17]. The catalyst class is: 874. (5) Product: [N:1]1[CH:6]=[CH:5][C:4]([N:7]2[CH2:8][CH2:9][N:10]([C:27]([O:26][CH2:25][C@@H:24]([CH3:37])[C@H:23]([S:20]([C:17]3[CH:16]=[CH:15][C:14]([Cl:13])=[CH:19][CH:18]=3)(=[O:22])=[O:21])[C:38]3[CH:43]=[C:42]([F:44])[CH:41]=[CH:40][C:39]=3[F:45])=[O:28])[CH2:11][CH2:12]2)=[CH:3][CH:2]=1. Reactant: [N:1]1[CH:6]=[CH:5][C:4]([N:7]2[CH2:12][CH2:11][NH:10][CH2:9][CH2:8]2)=[CH:3][CH:2]=1.[Cl:13][C:14]1[CH:19]=[CH:18][C:17]([S:20]([C@H:23]([C:38]2[CH:43]=[C:42]([F:44])[CH:41]=[CH:40][C:39]=2[F:45])[C@H:24]([CH3:37])[CH2:25][O:26][C:27](ON2C(=O)CCC2=O)=[O:28])(=[O:22])=[O:21])=[CH:16][CH:15]=1.C(N(C(C)C)CC)(C)C. The catalyst class is: 4. (6) Reactant: [CH3:1][O:2][C:3](=[O:32])[CH:4]([C:18]1[CH:23]=[C:22]([C:24]([F:27])([F:26])[F:25])[CH:21]=[C:20]([C:28]([F:31])([F:30])[F:29])[CH:19]=1)[N:5]1[C:14]2[C:9](=[CH:10][CH:11]=[C:12]([Br:15])[CH:13]=2)[NH:8][CH:7]([CH2:16][CH3:17])[CH2:6]1.N1C=CC=CC=1.Cl[C:40]([O:42][CH2:43][CH3:44])=[O:41]. Product: [CH2:43]([O:42][C:40]([N:8]1[C:9]2[C:14](=[CH:13][C:12]([Br:15])=[CH:11][CH:10]=2)[N:5]([CH:4]([C:18]2[CH:23]=[C:22]([C:24]([F:25])([F:27])[F:26])[CH:21]=[C:20]([C:28]([F:31])([F:29])[F:30])[CH:19]=2)[C:3]([O:2][CH3:1])=[O:32])[CH2:6][CH:7]1[CH2:16][CH3:17])=[O:41])[CH3:44]. The catalyst class is: 2. (7) Reactant: [F:1][C:2]1[C:3]([C:8]2([CH2:12][N:13]([C:21]3[N:22]=[N:23][C:24]([C:27]4[S:28][C:29]([CH2:32]O)=[CH:30][N:31]=4)=[CH:25][CH:26]=3)[C:14](=[O:20])[O:15][C:16]([CH3:19])([CH3:18])[CH3:17])[CH2:11][CH2:10][CH2:9]2)=[N:4][CH:5]=[CH:6][CH:7]=1.S(Cl)([Cl:36])=O. Product: [Cl:36][CH2:32][C:29]1[S:28][C:27]([C:24]2[N:23]=[N:22][C:21]([N:13]([CH2:12][C:8]3([C:3]4[C:2]([F:1])=[CH:7][CH:6]=[CH:5][N:4]=4)[CH2:11][CH2:10][CH2:9]3)[C:14](=[O:20])[O:15][C:16]([CH3:19])([CH3:18])[CH3:17])=[CH:26][CH:25]=2)=[N:31][CH:30]=1. The catalyst class is: 12. (8) The catalyst class is: 3. Product: [Br:1][C:2]1[C:3]([N:9]([CH3:11])[CH3:10])=[N:4][CH:5]=[C:6]([Br:8])[N:7]=1. Reactant: [Br:1][C:2]1[C:3]([NH:9][CH3:10])=[N:4][CH:5]=[C:6]([Br:8])[N:7]=1.[CH3:11][Si]([N-][Si](C)(C)C)(C)C.[Na+].IC. (9) Reactant: [Cl:1][C:2]1[CH:21]=[C:20]([Cl:22])[CH:19]=[CH:18][C:3]=1[CH2:4][O:5][C:6]1[CH:17]=[CH:16][C:9]2[C@H:10]([CH2:13][CH2:14][NH2:15])[CH2:11][O:12][C:8]=2[CH:7]=1.[C:23](O[C:23]([C:25]([F:28])([F:27])[F:26])=[O:24])([C:25]([F:28])([F:27])[F:26])=[O:24].O. Product: [Cl:1][C:2]1[CH:21]=[C:20]([Cl:22])[CH:19]=[CH:18][C:3]=1[CH2:4][O:5][C:6]1[CH:17]=[CH:16][C:9]2[C@H:10]([CH2:13][CH2:14][NH:15][C:23](=[O:24])[C:25]([F:28])([F:27])[F:26])[CH2:11][O:12][C:8]=2[CH:7]=1. The catalyst class is: 1.